Dataset: Reaction yield outcomes from USPTO patents with 853,638 reactions. Task: Predict the reaction yield, written as a fraction of the theoretical maximum amount of product (1.0 means a 100% yield; for example, 0.34 means a 34% yield). (1) The reactants are [CH2:1]([O:3][CH:4]=[CH2:5])[CH3:2].[F:6][C:7]([F:18])([F:17])[C:8](O[C:8](=[O:9])[C:7]([F:18])([F:17])[F:6])=[O:9].C([O-])(O)=O.[Na+]. The catalyst is CN(C)C1C=CN=CC=1.C(Cl)Cl. The product is [CH2:4]([O:3][CH:1]=[CH:2][C:8](=[O:9])[C:7]([F:18])([F:17])[F:6])[CH3:5]. The yield is 0.870. (2) The yield is 0.300. The product is [CH3:1][N:2]([CH:3]1[CH2:8][CH2:7][O:6][CH2:5][CH2:4]1)[C:23]([N:21]1[CH:22]=[C:18]([C:14]2[CH:15]=[CH:16][CH:17]=[C:12]([N+:9]([O-:11])=[O:10])[CH:13]=2)[N:19]=[CH:20]1)=[O:24]. The reactants are [CH3:1][NH:2][CH:3]1[CH2:8][CH2:7][O:6][CH2:5][CH2:4]1.[N+:9]([C:12]1[CH:13]=[C:14]([C:18]2[N:19]=[CH:20][N:21]([C:23](OC3C=CC=CC=3)=[O:24])[CH:22]=2)[CH:15]=[CH:16][CH:17]=1)([O-:11])=[O:10]. The catalyst is O1CCCC1. (3) The reactants are Cl[CH2:2][CH2:3][CH2:4][N:5]1[C:10]2[CH:11]=[CH:12][CH:13]=[CH:14][C:9]=2[S:8][CH2:7][C:6]1=[O:15].C([O-])([O-])=O.[K+].[K+].[Na+].[I-].[CH:24](=[C:28]1[CH2:33][CH2:32][NH:31][CH2:30][CH2:29]1)[CH2:25][CH2:26][CH3:27]. The catalyst is C(Cl)Cl.CO. The product is [CH:24](=[C:28]1[CH2:33][CH2:32][N:31]([CH2:2][CH2:3][CH2:4][N:5]2[C:10]3[CH:11]=[CH:12][CH:13]=[CH:14][C:9]=3[S:8][CH2:7][C:6]2=[O:15])[CH2:30][CH2:29]1)[CH2:25][CH2:26][CH3:27]. The yield is 0.330. (4) The product is [Cl:1][C:2]1[CH:3]=[C:4]([NH:17][C:18]2[C:27]3[C:22](=[CH:23][C:24]([O:31][CH3:32])=[C:25]([NH2:28])[CH:26]=3)[N:21]=[CH:20][N:19]=2)[CH:5]=[CH:6][C:7]=1[O:8][CH2:9][C:10]1[CH:15]=[CH:14][CH:13]=[C:12]([F:16])[CH:11]=1. The catalyst is CO.[Ni]. The yield is 0.780. The reactants are [Cl:1][C:2]1[CH:3]=[C:4]([NH:17][C:18]2[C:27]3[C:22](=[CH:23][C:24]([O:31][CH3:32])=[C:25]([N+:28]([O-])=O)[CH:26]=3)[N:21]=[CH:20][N:19]=2)[CH:5]=[CH:6][C:7]=1[O:8][CH2:9][C:10]1[CH:15]=[CH:14][CH:13]=[C:12]([F:16])[CH:11]=1. (5) The reactants are [NH2:1][C:2]1[CH:3]=[CH:4][C:5]([C:8]([OH:10])=[O:9])=[N:6][CH:7]=1.O=S(Cl)Cl.[CH2:15](O)[CH3:16]. No catalyst specified. The product is [NH2:1][C:2]1[CH:3]=[CH:4][C:5]([C:8]([O:10][CH2:15][CH3:16])=[O:9])=[N:6][CH:7]=1. The yield is 0.880. (6) The reactants are O=C1C2C(=CC=CC=2)C(=O)[N:3]1[CH2:12][CH2:13][S:14]([NH:17][CH:18]1[CH2:23][CH2:22][N:21]([C:24]2[CH:29]=[CH:28][C:27]([C:30]3[C:38]4[C:33](=[CH:34][C:35]([F:39])=[CH:36][CH:37]=4)[NH:32][CH:31]=3)=[CH:26][N:25]=2)[CH2:20][CH2:19]1)(=[O:16])=[O:15].O.NN. The catalyst is CCO. The product is [NH2:3][CH2:12][CH2:13][S:14]([NH:17][CH:18]1[CH2:23][CH2:22][N:21]([C:24]2[CH:29]=[CH:28][C:27]([C:30]3[C:38]4[C:33](=[CH:34][C:35]([F:39])=[CH:36][CH:37]=4)[NH:32][CH:31]=3)=[CH:26][N:25]=2)[CH2:20][CH2:19]1)(=[O:15])=[O:16]. The yield is 0.360. (7) The reactants are [CH3:1][C:2]1[CH:11]=[CH:10][C:9]2[C:4](=[CH:5][CH:6]=[CH:7][C:8]=2[N:12]2[CH2:17][CH2:16][N:15]([CH2:18][CH2:19][C:20]3[CH:25]=[CH:24][CH:23]=[C:22]([N+:26]([O-:28])=[O:27])[CH:21]=3)[CH2:14][CH2:13]2)[N:3]=1.[Cl:29]C1C=C2C(C=CC(C)=N2)=C(N2CCNCC2)C=1.[N+](C1C=CC(S(OCCC2C=CC=C([N+]([O-])=O)C=2)(=O)=O)=CC=1)([O-])=O. No catalyst specified. The product is [Cl:29][C:6]1[CH:5]=[C:4]2[C:9]([CH:10]=[CH:11][C:2]([CH3:1])=[N:3]2)=[C:8]([N:12]2[CH2:17][CH2:16][N:15]([CH2:18][CH2:19][C:20]3[CH:25]=[CH:24][CH:23]=[C:22]([N+:26]([O-:28])=[O:27])[CH:21]=3)[CH2:14][CH2:13]2)[CH:7]=1. The yield is 0.920. (8) The reactants are [Cl:1][C:2]1[CH:15]=[CH:14][C:13]2[S:12][C:11]3[C:6](=[CH:7][CH:8]=[CH:9][CH:10]=3)[NH:5][C:4]=2[CH:3]=1.[Cl:16][CH2:17][C:18](Cl)=[O:19]. The catalyst is C1(C)C=CC=CC=1. The product is [Cl:16][CH2:17][C:18]([N:5]1[C:4]2[CH:3]=[C:2]([Cl:1])[CH:15]=[CH:14][C:13]=2[S:12][C:11]2[C:6]1=[CH:7][CH:8]=[CH:9][CH:10]=2)=[O:19]. The yield is 0.760. (9) The reactants are [Cl:1][C:2]1[N:3]=[CH:4][C:5]2[C:9](Cl)([N:10]=1)[N:8]=[CH:7][N:6]=2.[CH3:12][C:13]1[NH:17][N:16]=[C:15]([NH2:18])[CH:14]=1. The catalyst is C(O)C. The product is [Cl:1][C:2]1[N:3]=[CH:4][C:5]2[C:9]([NH:18][C:15]3[CH:14]=[C:13]([CH3:12])[NH:17][N:16]=3)([N:10]=1)[N:8]=[CH:7][N:6]=2. The yield is 0.580. (10) The reactants are Cl[C:2]1[CH:7]=[C:6]([CH2:8][O:9][CH3:10])[N:5]=[CH:4][N:3]=1.[OH-].[NH4+:12]. No catalyst specified. The product is [CH3:10][O:9][CH2:8][C:6]1[N:5]=[CH:4][N:3]=[C:2]([NH2:12])[CH:7]=1. The yield is 0.480.